This data is from Full USPTO retrosynthesis dataset with 1.9M reactions from patents (1976-2016). The task is: Predict the reactants needed to synthesize the given product. (1) Given the product [Cl:1][C:2]1[N:7]=[C:6]2[NH:8][C:41]([C:35]3[CH:36]=[CH:37][C:38]([C:22]([C:21]4[CH:20]=[CH:19][CH:18]=[CH:25][CH:24]=4)=[O:23])=[CH:39][CH:40]=3)=[N:9][C:5]2=[CH:4][CH:3]=1, predict the reactants needed to synthesize it. The reactants are: [Cl:1][C:2]1[N:7]=[C:6]([NH2:8])[C:5]([NH2:9])=[CH:4][CH:3]=1.C(O[C:18]1[CH:25]=[CH:24][C:21]([CH:22]=[O:23])=[CH:20][CH:19]=1)C1C=CC=CC=1.C(OI([C:35]1[CH:40]=[CH:39][CH:38]=[CH:37][CH:36]=1)OC(=O)C)(=O)C.[CH3:41]O. (2) Given the product [NH2:3][CH:12]1[CH2:33][C:15]2[N:16]([CH2:25][C:26]3[CH:31]=[CH:30][CH:29]=[C:28]([F:32])[N:27]=3)[C:17]3[CH:18]=[CH:19][C:20]([C:23]#[N:24])=[CH:21][C:22]=3[C:14]=2[CH2:13]1, predict the reactants needed to synthesize it. The reactants are: O=C1C2C(=CC=CC=2)C(=O)[N:3]1[CH:12]1[CH2:33][C:15]2[N:16]([CH2:25][C:26]3[CH:31]=[CH:30][CH:29]=[C:28]([F:32])[N:27]=3)[C:17]3[CH:18]=[CH:19][C:20]([C:23]#[N:24])=[CH:21][C:22]=3[C:14]=2[CH2:13]1.O.NN. (3) Given the product [CH2:1]([O:3][C:4]([N:6]1[C:15]2[C:10](=[CH:11][C:12]([C:16]([F:17])([F:18])[F:19])=[CH:13][CH:14]=2)[CH:9]([CH:20]([C:24]2[CH:25]=[C:26]([C:34]([F:35])([F:36])[F:37])[CH:27]=[C:28]([C:30]([F:32])([F:31])[F:33])[CH:29]=2)[CH2:21][OH:22])[CH2:8][CH:7]1[CH2:38][CH3:39])=[O:5])[CH3:2], predict the reactants needed to synthesize it. The reactants are: [CH2:1]([O:3][C:4]([N:6]1[C:15]2[C:10](=[CH:11][C:12]([C:16]([F:19])([F:18])[F:17])=[CH:13][CH:14]=2)[CH:9]([CH:20]([C:24]2[CH:29]=[C:28]([C:30]([F:33])([F:32])[F:31])[CH:27]=[C:26]([C:34]([F:37])([F:36])[F:35])[CH:25]=2)[C:21](O)=[O:22])[CH2:8][CH:7]1[CH2:38][CH3:39])=[O:5])[CH3:2].B.CSC. (4) Given the product [CH:13]([C:10]1[CH:11]=[CH:12][C:7]([CH2:6][CH2:2][C:3]([O:5][CH3:15])=[O:4])=[CH:8][CH:9]=1)=[O:14], predict the reactants needed to synthesize it. The reactants are: C[CH:2]([CH2:6][C:7]1[CH:12]=[CH:11][C:10]([CH2:13][OH:14])=[CH:9][CH:8]=1)[C:3]([OH:5])=[O:4].[CH2:15](Cl)Cl. (5) Given the product [CH3:1][C:2]1[CH:7]=[C:6]([C:8]2[CH:13]=[CH:12][C:11]([C:14]([F:17])([F:16])[F:15])=[CH:10][CH:9]=2)[N:5]=[C:4]([C:18]2[CH:19]=[C:20]([C:28]3[CH:29]=[C:30]([S:34]([NH2:37])(=[O:36])=[O:35])[CH:31]=[N:32][CH:33]=3)[CH:21]=[CH:22][CH:23]=2)[CH:3]=1, predict the reactants needed to synthesize it. The reactants are: [CH3:1][C:2]1[CH:7]=[C:6]([C:8]2[CH:13]=[CH:12][C:11]([C:14]([F:17])([F:16])[F:15])=[CH:10][CH:9]=2)[N:5]=[C:4]([C:18]2[CH:19]=[C:20](B(O)O)[CH:21]=[CH:22][CH:23]=2)[CH:3]=1.Br[C:28]1[CH:29]=[C:30]([S:34]([NH2:37])(=[O:36])=[O:35])[CH:31]=[N:32][CH:33]=1. (6) Given the product [CH2:1]([O:3][C:4]([CH:6]1[CH2:7][CH:8]2[N:14]([S:15]([C:18]3[CH:23]=[CH:22][C:21]([Cl:24])=[CH:20][CH:19]=3)(=[O:17])=[O:16])[CH:12]([CH2:11][C:10](=[O:25])[C:9]2=[CH:26][OH:27])[CH2:13]1)=[O:5])[CH3:2], predict the reactants needed to synthesize it. The reactants are: [CH2:1]([O:3][C:4]([CH:6]1[CH2:13][CH:12]2[N:14]([S:15]([C:18]3[CH:23]=[CH:22][C:21]([Cl:24])=[CH:20][CH:19]=3)(=[O:17])=[O:16])[CH:8]([CH2:9][C:10](=[O:25])[CH2:11]2)[CH2:7]1)=[O:5])[CH3:2].[CH:26](OCC)=[O:27].[O-]CC.[Na+]. (7) Given the product [ClH:41].[F:19][C:16]([F:17])([F:18])[CH2:15][O:14][C:10]1[C:9]([OH:20])=[C:8]2[C:13]([C:4]([CH2:32][C:31]3[CH:34]=[C:35]([O:39][CH3:40])[C:36]([O:37][CH3:38])=[C:29]([O:28][CH3:27])[CH:30]=3)=[CH:5][N:6]=[CH:7]2)=[CH:12][CH:11]=1, predict the reactants needed to synthesize it. The reactants are: C(O[CH:4](OCC)[CH2:5][NH:6][CH2:7][C:8]1[CH:13]=[CH:12][CH:11]=[C:10]([O:14][CH2:15][C:16]([F:19])([F:18])[F:17])[C:9]=1[O:20]COC)C.[CH3:27][O:28][C:29]1[CH:30]=[C:31]([CH:34]=[C:35]([O:39][CH3:40])[C:36]=1[O:37][CH3:38])[CH:32]=O.[ClH:41].